Dataset: Forward reaction prediction with 1.9M reactions from USPTO patents (1976-2016). Task: Predict the product of the given reaction. (1) Given the reactants C[O:2][C:3]([C@@H:5]1[CH2:9][CH2:8][CH2:7][N:6]1[CH2:10][C:11]1[N:20]=[C:19]([NH:21][C:22]2[CH:27]=[CH:26][C:25]([C:28]([CH3:31])([CH3:30])[CH3:29])=[CH:24][CH:23]=2)[C:18]2[C:13](=[CH:14][C:15]([C:32]3[C:37]([C:38]([F:41])([F:40])[F:39])=[CH:36][CH:35]=[CH:34][N:33]=3)=[CH:16][CH:17]=2)[N:12]=1)=[O:4].[Li+].[OH-], predict the reaction product. The product is: [C:28]([C:25]1[CH:24]=[CH:23][C:22]([NH:21][C:19]2[C:18]3[C:13](=[CH:14][C:15]([C:32]4[C:37]([C:38]([F:40])([F:41])[F:39])=[CH:36][CH:35]=[CH:34][N:33]=4)=[CH:16][CH:17]=3)[N:12]=[C:11]([CH2:10][N:6]3[CH2:7][CH2:8][CH2:9][C@H:5]3[C:3]([OH:4])=[O:2])[N:20]=2)=[CH:27][CH:26]=1)([CH3:31])([CH3:29])[CH3:30]. (2) Given the reactants [CH3:1][C:2]1[CH:3]=[C:4]([S:18][CH3:19])[C:5]([NH:11]C(=O)C(F)(F)F)=[C:6]([CH:10]=1)[C:7]([OH:9])=[O:8].O.[OH-].[Li+].Cl, predict the reaction product. The product is: [NH2:11][C:5]1[C:4]([S:18][CH3:19])=[CH:3][C:2]([CH3:1])=[CH:10][C:6]=1[C:7]([OH:9])=[O:8]. (3) Given the reactants Cl.[F:2][C@@H:3]1[CH2:7][NH:6][C@H:5]([C:8]([O:10]C)=O)[CH2:4]1.C([N:15](C(C)C)CC)(C)C.ON1C2C=CC=CC=2N=N1.C([O:34][CH2:35][C:36]([OH:38])=O)(=O)C.Cl.C(N=C=NCCCN(C)C)C, predict the reaction product. The product is: [F:2][C@@H:3]1[CH2:7][N:6]([C:36](=[O:38])[CH2:35][OH:34])[C@H:5]([C:8]([NH2:15])=[O:10])[CH2:4]1. (4) Given the reactants CO[C:3]([C:5]1[C:6]([OH:35])=[C:7]2[C:12](=[C:13]([C:15]3[CH:16]=[N:17][CH:18]=[CH:19][CH:20]=3)[N:14]=1)[N:11]([CH2:21][C:22]1[CH:27]=[CH:26][CH:25]=[CH:24][CH:23]=1)[C:10](=[O:28])[C:9]([C:29]1[CH:34]=[CH:33][CH:32]=[CH:31][CH:30]=1)=[CH:8]2)=[O:4].[NH2:36][CH2:37][CH2:38][CH2:39][CH2:40][C:41]([OH:43])=[O:42].C[O-].[Na+], predict the reaction product. The product is: [CH2:21]([N:11]1[C:12]2[C:7](=[C:6]([OH:35])[C:5]([C:3]([NH:36][CH2:37][CH2:38][CH2:39][CH2:40][C:41]([OH:43])=[O:42])=[O:4])=[N:14][C:13]=2[C:15]2[CH:16]=[N:17][CH:18]=[CH:19][CH:20]=2)[CH:8]=[C:9]([C:29]2[CH:30]=[CH:31][CH:32]=[CH:33][CH:34]=2)[C:10]1=[O:28])[C:22]1[CH:23]=[CH:24][CH:25]=[CH:26][CH:27]=1. (5) Given the reactants [C@H:1]1([OH:7])[CH:5]=[CH:4][C@@H:3]([OH:6])[CH2:2]1.[H-].[Na+].[C:10]([O:14][C:15](=[O:18])[CH2:16]Br)([CH3:13])([CH3:12])[CH3:11], predict the reaction product. The product is: [C:10]([O:14][C:15](=[O:18])[CH2:16][O:6][CH:3]1[CH2:2][CH:1]([OH:7])[CH:5]=[CH:4]1)([CH3:13])([CH3:12])[CH3:11].